Task: Predict the product of the given reaction.. Dataset: Forward reaction prediction with 1.9M reactions from USPTO patents (1976-2016) (1) Given the reactants [F:1][C:2]1([F:11])[O:6][C:5]2[CH:7]=[CH:8][CH:9]=[CH:10][C:4]=2[O:3]1.C([Li])CCC.FC(Cl)(Cl)C([Cl:22])(F)F, predict the reaction product. The product is: [Cl:22][C:10]1[C:4]2[O:3][C:2]([F:1])([F:11])[O:6][C:5]=2[CH:7]=[CH:8][CH:9]=1. (2) Given the reactants Cl[C:2]1[C:7]([C:8]#[N:9])=[C:6]([NH:10][CH2:11][CH2:12][OH:13])[N:5]=[C:4]([NH:14][CH2:15][CH2:16][OH:17])[N:3]=1.[C:18]1([C:24]2([C:30]#[N:31])[CH2:29][CH2:28][NH:27][CH2:26][CH2:25]2)[CH:23]=[CH:22][CH:21]=[CH:20][CH:19]=1.C(N(C(C)C)C(C)C)C, predict the reaction product. The product is: [C:30]([C:24]1([C:18]2[CH:23]=[CH:22][CH:21]=[CH:20][CH:19]=2)[CH2:25][CH2:26][N:27]([C:2]2[C:7]([C:8]#[N:9])=[C:6]([NH:10][CH2:11][CH2:12][OH:13])[N:5]=[C:4]([NH:14][CH2:15][CH2:16][OH:17])[N:3]=2)[CH2:28][CH2:29]1)#[N:31]. (3) The product is: [CH:25]1([O:24][C:23]2[CH:22]=[CH:21][C:4]([C:5]([NH:7][C:8]3[CH:9]=[N:10][C:11]([C:14]4[CH:19]=[CH:18][CH:17]=[CH:16][C:15]=4[F:20])=[CH:12][CH:13]=3)=[O:6])=[CH:3][C:2]=2[NH:1][C:41]([C:38]2([N:35]3[CH2:36][CH2:37][N:32]([CH:29]4[CH2:30][CH2:31]4)[CH2:33][CH2:34]3)[CH2:40][CH2:39]2)=[O:42])[CH2:26][CH2:27]1. Given the reactants [NH2:1][C:2]1[CH:3]=[C:4]([CH:21]=[CH:22][C:23]=1[O:24][CH:25]1[CH2:27][CH2:26]1)[C:5]([NH:7][C:8]1[CH:9]=[N:10][C:11]([C:14]2[CH:19]=[CH:18][CH:17]=[CH:16][C:15]=2[F:20])=[CH:12][CH:13]=1)=[O:6].Cl.[CH:29]1([N:32]2[CH2:37][CH2:36][N:35]([C:38]3([C:41](O)=[O:42])[CH2:40][CH2:39]3)[CH2:34][CH2:33]2)[CH2:31][CH2:30]1.C(N(C(C)C)C(C)C)C.C1CN([P+](ON2N=NC3C=CC=CC2=3)(N2CCCC2)N2CCCC2)CC1.F[P-](F)(F)(F)(F)F, predict the reaction product. (4) Given the reactants [CH2:1]([NH:8][C:9]1[C:10]2[N:11]([CH:16]=[CH:17][C:18]=2[Cl:19])[N:12]=[C:13](Cl)[CH:14]=1)[C:2]1[CH:7]=[CH:6][CH:5]=[CH:4][CH:3]=1.CC1(C)C(C)(C)OB([C:28]2[CH:29]=[C:30]([NH2:34])[CH:31]=[N:32][CH:33]=2)O1.C([O-])([O-])=O.[Cs+].[Cs+].C(NC1C2N(C=CC=2Cl)N=C(C2C=C(S(NC(C)(C)C)(=O)=O)C=NC=2)C=1)C1C=CC=CC=1, predict the reaction product. The product is: [NH2:34][C:30]1[CH:29]=[C:28]([C:13]2[CH:14]=[C:9]([NH:8][CH2:1][C:2]3[CH:7]=[CH:6][CH:5]=[CH:4][CH:3]=3)[C:10]3[N:11]([CH:16]=[CH:17][C:18]=3[Cl:19])[N:12]=2)[CH:33]=[N:32][CH:31]=1. (5) Given the reactants [C:1](N=C=S)(=O)[C:2]1[CH:7]=[CH:6][CH:5]=[CH:4][CH:3]=1.[NH4+:12].[OH-].[CH3:14][C:15](C)=[O:16], predict the reaction product. The product is: [CH3:14][C:15]1[O:16][C:3]2[C:4]([NH2:12])=[CH:5][CH:6]=[CH:7][C:2]=2[CH:1]=1. (6) Given the reactants [NH:1]([C:8](=[O:28])[CH:9]([C:19]1[CH:27]=[CH:26][C:22]([C:23]([OH:25])=[O:24])=[CH:21][CH:20]=1)[C:10]([NH:12]C1C=CC=CC=1)=[O:11])[C:2]1[CH:7]=[CH:6][CH:5]=[CH:4][CH:3]=1.N, predict the reaction product. The product is: [NH2:12][C:10](=[O:11])[CH:9]([C:19]1[CH:20]=[CH:21][C:22]([C:23]([OH:25])=[O:24])=[CH:26][CH:27]=1)[C:8]([NH:1][C:2]1[CH:3]=[CH:4][CH:5]=[CH:6][CH:7]=1)=[O:28].